From a dataset of Forward reaction prediction with 1.9M reactions from USPTO patents (1976-2016). Predict the product of the given reaction. (1) Given the reactants [Cl:1][C:2]1[C:3]([N+:10]([O-:12])=[O:11])=[CH:4][C:5]([CH3:9])=[C:6]([CH:8]=1)[NH2:7].[C:13](OC(=O)C)(=[O:15])[CH3:14], predict the reaction product. The product is: [Cl:1][C:2]1[C:3]([N+:10]([O-:12])=[O:11])=[CH:4][C:5]([CH3:9])=[C:6]([NH:7][C:13](=[O:15])[CH3:14])[CH:8]=1. (2) Given the reactants [CH2:1]([C:3]1[N:7]([C:8]2[N:16]=[C:15]3[C:11]([N:12]=[C:13]([C:18]4([OH:22])[CH2:21][NH:20][CH2:19]4)[N:14]3[CH3:17])=[C:10]([N:23]3[CH2:28][CH2:27][O:26][CH2:25][CH2:24]3)[N:9]=2)[C:6]2[CH:29]=[CH:30][CH:31]=[CH:32][C:5]=2[N:4]=1)[CH3:2].[CH3:33][C:34](=O)[CH3:35].C(O[BH-](OC(=O)C)OC(=O)C)(=O)C.[Na+], predict the reaction product. The product is: [CH2:1]([C:3]1[N:7]([C:8]2[N:16]=[C:15]3[C:11]([N:12]=[C:13]([C:18]4([OH:22])[CH2:21][N:20]([CH:34]([CH3:35])[CH3:33])[CH2:19]4)[N:14]3[CH3:17])=[C:10]([N:23]3[CH2:28][CH2:27][O:26][CH2:25][CH2:24]3)[N:9]=2)[C:6]2[CH:29]=[CH:30][CH:31]=[CH:32][C:5]=2[N:4]=1)[CH3:2]. (3) Given the reactants Br[C:2]1[CH:17]=[CH:16][C:5]([C:6]([O:8][CH2:9][C:10]2[CH:15]=[CH:14][CH:13]=[CH:12][CH:11]=2)=[O:7])=[CH:4][C:3]=1[O:18][CH3:19].C[Si](C)(C)[O:22][CH:23]=[C:24]([CH3:26])[CH3:25], predict the reaction product. The product is: [CH3:19][O:18][C:3]1[CH:4]=[C:5]([CH:16]=[CH:17][C:2]=1[C:24]([CH3:26])([CH3:25])[CH:23]=[O:22])[C:6]([O:8][CH2:9][C:10]1[CH:15]=[CH:14][CH:13]=[CH:12][CH:11]=1)=[O:7]. (4) Given the reactants C([Li])(C)(C)C.CCCCC.[O:11]1[CH:15]=[CH:14][CH2:13][CH2:12]1.[O:16]1[CH2:19][CH2:18][CH2:17]1.B(F)(F)F.CCOCC, predict the reaction product. The product is: [O:11]1[CH2:12][CH2:13][CH:14]=[C:15]1[CH2:19][CH2:18][CH2:17][OH:16]. (5) Given the reactants C([O:8][C:9]1[C:14]([Cl:15])=[CH:13][C:12]([C:16]2[C:24]3[C:19](=[N:20][C:21]([NH2:25])=[N:22][CH:23]=3)[N:18]([CH3:26])[N:17]=2)=[CH:11][C:10]=1[Cl:27])C1C=CC=CC=1, predict the reaction product. The product is: [NH2:25][C:21]1[N:20]=[C:19]2[N:18]([CH3:26])[N:17]=[C:16]([C:12]3[CH:13]=[C:14]([Cl:15])[C:9]([OH:8])=[C:10]([Cl:27])[CH:11]=3)[C:24]2=[CH:23][N:22]=1.